This data is from Forward reaction prediction with 1.9M reactions from USPTO patents (1976-2016). The task is: Predict the product of the given reaction. (1) Given the reactants [Cl:1][C:2]1[CH:3]=[C:4]([CH:10]=[CH:11][C:12]=1[Cl:13])/[CH:5]=[CH:6]/[C:7]([OH:9])=O.[CH3:14][C@@H:15]1[CH2:21][NH:20][C:19](=[O:22])[CH2:18][CH2:17][NH:16]1, predict the reaction product. The product is: [Cl:1][C:2]1[CH:3]=[C:4](/[CH:5]=[CH:6]/[C:7]([N:16]2[CH2:17][CH2:18][C:19](=[O:22])[NH:20][CH2:21][C@H:15]2[CH3:14])=[O:9])[CH:10]=[CH:11][C:12]=1[Cl:13]. (2) Given the reactants Cl.Cl[CH:3]([C:8]1[C:9](=[O:17])[C:10]([OH:16])=[C:11]([CH3:15])[N:12]([CH3:14])[CH:13]=1)[C:4]([F:7])([F:6])[F:5].[NH:18]1[CH2:23][CH2:22][CH2:21][CH2:20][CH2:19]1, predict the reaction product. The product is: [OH:16][C:10]1[C:9](=[O:17])[C:8]([CH:3]([N:18]2[CH2:23][CH2:22][CH2:21][CH2:20][CH2:19]2)[C:4]([F:7])([F:6])[F:5])=[CH:13][N:12]([CH3:14])[C:11]=1[CH3:15]. (3) Given the reactants C1(P(C2C=CC=CC=2)C2C=CC=CC=2)C=CC=CC=1.[C:20]1([CH2:26][C@H:27]([N:33]=[N+]=[N-])[C:28]2[S:29][CH:30]=[CH:31][N:32]=2)[CH:25]=[CH:24][CH:23]=[CH:22][CH:21]=1.[OH-].[NH4+], predict the reaction product. The product is: [C:20]1([CH2:26][C@H:27]([NH2:33])[C:28]2[S:29][CH:30]=[CH:31][N:32]=2)[CH:25]=[CH:24][CH:23]=[CH:22][CH:21]=1. (4) Given the reactants [C:1]([O:5][C:6]([N:8]1[CH2:13][CH2:12][N:11]([C:14]2[CH:21]=[CH:20][C:17](C=O)=[CH:16][CH:15]=2)[CH2:10][CH2:9]1)=[O:7])([CH3:4])([CH3:3])[CH3:2].[Br-].[CH2:23]([O:25][C:26]([CH2:28][CH2:29][CH2:30][P+](C1C=CC=CC=1)(C1C=CC=CC=1)C1C=CC=CC=1)=[O:27])[CH3:24].[CH3:50]C(C)([O-])C.[K+], predict the reaction product. The product is: [C:1]([O:5][C:6]([N:8]1[CH2:9][CH2:10][N:11]([C:14]2[CH:15]=[CH:16][C:17]([CH:50]=[CH:30][CH2:29][CH2:28][C:26]([O:25][CH2:23][CH3:24])=[O:27])=[CH:20][CH:21]=2)[CH2:12][CH2:13]1)=[O:7])([CH3:4])([CH3:2])[CH3:3]. (5) Given the reactants C(OC([N:8]1[CH2:12][CH2:11][CH2:10][C@@H:9]1[C:13]1[CH:18]=[CH:17][CH:16]=[C:15]([C:19]([O:21][CH3:22])=[O:20])[CH:14]=1)=O)(C)(C)C.[ClH:23].O1CCOCC1, predict the reaction product. The product is: [ClH:23].[CH3:22][O:21][C:19](=[O:20])[C:15]1[CH:16]=[CH:17][CH:18]=[C:13]([C@H:9]2[CH2:10][CH2:11][CH2:12][NH:8]2)[CH:14]=1. (6) The product is: [CH3:1][C:2]1[C:3]([S:7][C:8]2[N:12]=[CH:11][NH:10][N:9]=2)=[C:4]([CH3:5])[N:20]([C:14]2[CH:19]=[CH:18][CH:17]=[CH:16][CH:15]=2)[N:21]=1. Given the reactants [CH3:1][C:2](=O)[CH:3]([S:7][C:8]1[N:12]=[CH:11][NH:10][N:9]=1)[C:4](=O)[CH3:5].[C:14]1([NH:20][NH2:21])[CH:19]=[CH:18][CH:17]=[CH:16][CH:15]=1, predict the reaction product. (7) Given the reactants [C:1]([C:5]1[N:10]=[C:9]([N:11]2[CH2:16][CH2:15][N:14]([CH2:17][CH2:18][CH2:19][CH2:20][NH2:21])[CH2:13][CH2:12]2)[CH:8]=[C:7]([C:22]([F:25])([F:24])[F:23])[N:6]=1)([CH3:4])([CH3:3])[CH3:2].C1N=CN([C:31](N2C=NC=C2)=[O:32])C=1.[CH:38]1([N:41]2[CH2:46][CH2:45][NH:44][CH2:43][CH2:42]2)[CH2:40][CH2:39]1, predict the reaction product. The product is: [C:1]([C:5]1[N:10]=[C:9]([N:11]2[CH2:16][CH2:15][N:14]([CH2:17][CH2:18][CH2:19][CH2:20][NH:21][C:31]([N:44]3[CH2:45][CH2:46][N:41]([CH:38]4[CH2:40][CH2:39]4)[CH2:42][CH2:43]3)=[O:32])[CH2:13][CH2:12]2)[CH:8]=[C:7]([C:22]([F:24])([F:25])[F:23])[N:6]=1)([CH3:4])([CH3:2])[CH3:3]. (8) Given the reactants [Cl:1][C:2]1[CH:3]=[C:4]([C@@H:8]2[C@@H:13]([C:14]3[CH:19]=[CH:18][C:17]([Cl:20])=[CH:16][CH:15]=3)[N:12]([CH:21]([CH:25]3[CH2:27][CH2:26]3)[CH:22]3[CH2:24][CH2:23]3)[C:11](=[O:28])[CH:10]=[CH:9]2)[CH:5]=[CH:6][CH:7]=1.[H][H], predict the reaction product. The product is: [Cl:1][C:2]1[CH:3]=[C:4]([C@@H:8]2[C@@H:13]([C:14]3[CH:15]=[CH:16][C:17]([Cl:20])=[CH:18][CH:19]=3)[N:12]([CH:21]([CH:22]3[CH2:24][CH2:23]3)[CH:25]3[CH2:27][CH2:26]3)[C:11](=[O:28])[CH2:10][CH2:9]2)[CH:5]=[CH:6][CH:7]=1.